This data is from Forward reaction prediction with 1.9M reactions from USPTO patents (1976-2016). The task is: Predict the product of the given reaction. (1) The product is: [O:3]1[C:4]2([CH2:7][CH2:8][NH:9][CH2:10][CH2:11]2)[CH2:5][NH:6][C:2]1=[O:1]. Given the reactants [O:1]=[C:2]1[NH:6][CH2:5][C:4]2([CH2:11][CH2:10][N:9](C(OC(C)(C)C)=O)[CH2:8][CH2:7]2)[O:3]1.C(O)(C(F)(F)F)=O, predict the reaction product. (2) Given the reactants [CH:1]([C:3]1[CH:4]=[C:5]([CH:9]([NH:11][C:12](=[O:18])[O:13][C:14]([CH3:17])([CH3:16])[CH3:15])[CH3:10])[CH:6]=[CH:7][CH:8]=1)=O.C([O-])(=O)C.[Na+].Cl.[NH2:25][OH:26], predict the reaction product. The product is: [OH:26][N:25]=[CH:1][C:3]1[CH:4]=[C:5]([CH:9]([NH:11][C:12](=[O:18])[O:13][C:14]([CH3:17])([CH3:16])[CH3:15])[CH3:10])[CH:6]=[CH:7][CH:8]=1. (3) Given the reactants [C:1]([C:4]1[CH:5]=[C:6]2[C:10](=[CH:11][CH:12]=1)[N:9](C1CCCCO1)[N:8]=[C:7]2[C:19]1[CH:20]=[C:21]([CH:26]=[CH:27][CH:28]=1)[C:22](OC)=[O:23])(=[O:3])[NH2:2].[OH-].[Li+].ON1[C:36]2[N:37]=[CH:38][CH:39]=[CH:40][C:35]=2N=N1.[NH2:41][CH2:42][CH2:43]N1CCCCC1.Cl.C(N=C=NCCCN(C)C)C.Cl, predict the reaction product. The product is: [NH:37]1[CH2:38][CH2:39][CH2:40][CH2:35][CH:36]1[CH2:43][CH2:42][NH:41][C:22]([C:21]1[CH:20]=[C:19]([C:7]2[C:6]3[C:10](=[CH:11][CH:12]=[C:4]([C:1]([NH2:2])=[O:3])[CH:5]=3)[NH:9][N:8]=2)[CH:28]=[CH:27][CH:26]=1)=[O:23].